From a dataset of Forward reaction prediction with 1.9M reactions from USPTO patents (1976-2016). Predict the product of the given reaction. (1) Given the reactants [Cl:1][C:2]1[CH:3]=[C:4](/[CH:8]=[CH:9]/[C:10]([N:12]2[CH2:18][CH2:17][C:16](=[O:19])[NH:15][CH2:14][CH2:13]2)=[O:11])[CH:5]=[CH:6][CH:7]=1.[H-].[Na+].Br[CH2:23][CH:24]([O:28][CH2:29][CH3:30])[O:25][CH2:26][CH3:27].C([O-])(O)=O.[Na+], predict the reaction product. The product is: [Cl:1][C:2]1[CH:3]=[C:4](/[CH:8]=[CH:9]/[C:10]([N:12]2[CH2:18][CH2:17][C:16](=[O:19])[N:15]([CH2:23][CH:24]([O:28][CH2:29][CH3:30])[O:25][CH2:26][CH3:27])[CH2:14][CH2:13]2)=[O:11])[CH:5]=[CH:6][CH:7]=1. (2) Given the reactants [Cl:1][C:2]1[N:11]=[C:10](Cl)[C:9]2[C:4](=[CH:5][CH:6]=[CH:7][C:8]=2[O:13][CH3:14])[N:3]=1.[CH3:15][O-:16].[Na+], predict the reaction product. The product is: [Cl:1][C:2]1[N:11]=[C:10]([O:16][CH3:15])[C:9]2[C:4](=[CH:5][CH:6]=[CH:7][C:8]=2[O:13][CH3:14])[N:3]=1. (3) Given the reactants [O:1]=[C:2]([N:19]1[CH2:24][CH2:23][NH:22][CH2:21][CH2:20]1)[CH2:3][NH:4][C:5]([C:7]1[CH:12]=[CH:11][C:10]([C:13]2[CH:18]=[CH:17][CH:16]=[CH:15][CH:14]=2)=[CH:9][CH:8]=1)=[O:6].[C:25]1(=[O:35])[O:30][C:28](=[O:29])[C:27]2=[CH:31][CH:32]=[CH:33][CH:34]=[C:26]12, predict the reaction product. The product is: [C:10]1([C:13]2[CH:18]=[CH:17][CH:16]=[CH:15][CH:14]=2)[CH:9]=[CH:8][C:7]([C:5]([NH:4][CH2:3][C:2]([N:19]2[CH2:24][CH2:23][N:22]([C:25]([C:26]3[CH:34]=[CH:33][CH:32]=[CH:31][C:27]=3[C:28]([OH:30])=[O:29])=[O:35])[CH2:21][CH2:20]2)=[O:1])=[O:6])=[CH:12][CH:11]=1. (4) Given the reactants S(O)(O)(=O)=O.[CH3:6][N:7]1[C:11]([NH2:12])=[C:10]([NH2:13])[CH:9]=[N:8]1.[CH2:14]([O:21][C:22]([NH:24][C@@H:25]([CH2:29][CH2:30][CH2:31][NH:32][C:33]([O:35][C:36]([CH3:39])([CH3:38])[CH3:37])=[O:34])[C:26](O)=[O:27])=[O:23])[C:15]1[CH:20]=[CH:19][CH:18]=[CH:17][CH:16]=1.C(N(CC)CC)C.Cl.CN(C)CCCN=C=NCC, predict the reaction product. The product is: [NH2:12][C:11]1[N:7]([CH3:6])[N:8]=[CH:9][C:10]=1[NH:13][C:26]([C@@H:25]([NH:24][C:22](=[O:23])[O:21][CH2:14][C:15]1[CH:16]=[CH:17][CH:18]=[CH:19][CH:20]=1)[CH2:29][CH2:30][CH2:31][NH:32][C:33](=[O:34])[O:35][C:36]([CH3:39])([CH3:38])[CH3:37])=[O:27]. (5) Given the reactants C(O[C:6]([N:8](C)[C@H:9]([C:19]([NH:21][C@H:22]([C:27]([N:29]([C@@H:31]([CH:40]([CH3:42])[CH3:41])/[CH:32]=[C:33](\[CH3:39])/[C:34]([O:36][CH2:37][CH3:38])=[O:35])[CH3:30])=[O:28])[C@H:23]([CH3:26])[O:24][CH3:25])=[O:20])[C:10]([CH3:18])([CH3:17])[C:11]1[CH:16]=[CH:15][CH:14]=[CH:13][CH:12]=1)=O)(C)(C)C.Cl.O1CCOCC1, predict the reaction product. The product is: [CH3:6][NH:8][C@H:9]([C:19]([NH:21][C@H:22]([C:27]([N:29]([C@@H:31]([CH:40]([CH3:41])[CH3:42])/[CH:32]=[C:33](\[CH3:39])/[C:34]([O:36][CH2:37][CH3:38])=[O:35])[CH3:30])=[O:28])[C@H:23]([CH3:26])[O:24][CH3:25])=[O:20])[C:10]([CH3:17])([CH3:18])[C:11]1[CH:12]=[CH:13][CH:14]=[CH:15][CH:16]=1.